This data is from Reaction yield outcomes from USPTO patents with 853,638 reactions. The task is: Predict the reaction yield, written as a fraction of the theoretical maximum amount of product (1.0 means a 100% yield; for example, 0.34 means a 34% yield). (1) The reactants are C([N:8]1[CH2:17][CH2:16][C:15]2[N:14]=[C:13]([O:18][CH:19]3[CH2:24][CH2:23][N:22]([CH:25]([CH3:27])[CH3:26])[CH2:21][CH2:20]3)[CH:12]=[CH:11][C:10]=2[CH2:9]1)C1C=CC=CC=1.Cl.[H][H]. The yield is 0.830. The catalyst is C(O)C.[OH-].[Pd+2].[OH-]. The product is [CH:25]([N:22]1[CH2:23][CH2:24][CH:19]([O:18][C:13]2[CH:12]=[CH:11][C:10]3[CH2:9][NH:8][CH2:17][CH2:16][C:15]=3[N:14]=2)[CH2:20][CH2:21]1)([CH3:27])[CH3:26]. (2) The reactants are [Br:1][C:2]1[CH:3]=[C:4]2[C:9](=[CH:10][C:11]=1[OH:12])[O:8][C:7](=[O:13])[CH:6]=[C:5]2[CH2:14]Cl.[OH2:16]. No catalyst specified. The product is [Br:1][C:2]1[CH:3]=[C:4]2[C:9](=[CH:10][C:11]=1[OH:12])[O:8][C:7](=[O:13])[CH:6]=[C:5]2[CH2:14][OH:16]. The yield is 0.980. (3) The yield is 0.453. The reactants are FC(F)(F)S(O[Si](C)(C)C)(=O)=O.[CH3:13][C:14]1[N:15]([CH2:25][C:26]([O:28][CH2:29][CH3:30])=[O:27])[C:16]2[CH2:17][C:18]([CH3:24])([CH3:23])[CH2:19][CH2:20][C:21]=2[CH:22]=1.[O:31]1[CH2:36][CH2:35][N:34]([S:37]([C:40]2[CH:47]=[CH:46][CH:45]=[CH:44][C:41]=2[CH:42]=O)(=[O:39])=[O:38])[CH2:33][CH2:32]1.C([SiH](CC)CC)C. The product is [CH3:13][C:14]1[N:15]([CH2:25][C:26]([O:28][CH2:29][CH3:30])=[O:27])[C:16]2[CH2:17][C:18]([CH3:24])([CH3:23])[CH2:19][CH2:20][C:21]=2[C:22]=1[CH2:42][C:41]1[CH:44]=[CH:45][CH:46]=[CH:47][C:40]=1[S:37]([N:34]1[CH2:35][CH2:36][O:31][CH2:32][CH2:33]1)(=[O:38])=[O:39]. The catalyst is ClCCl. (4) The reactants are [OH-].[Na+].[F:3][C:4]1[CH:9]=[CH:8][C:7]([C:10]2[N:11]=[C:12]([C:15]3[CH:16]=[C:17]([C:30]([OH:32])=[O:31])[C:18]([C:21]4[CH:26]=[CH:25][CH:24]=[CH:23][C:22]=4[N+:27]([O-:29])=[O:28])=[CH:19][CH:20]=3)[S:13][CH:14]=2)=[CH:6][CH:5]=1.COC(C1C(C2C=CC=CC=2[N+]([O-])=O)=CC=C(C2SC=C(C3C=CC(F)=CC=3)N=2)C=1)=O. The catalyst is O.O1CCOCC1. The product is [F:3][C:4]1[CH:9]=[CH:8][C:7]([C:10]2[N:11]=[C:12]([C:15]3[CH:16]=[C:17]([C:30]([OH:32])=[O:31])[C:18]([C:21]4[CH:26]=[CH:25][CH:24]=[CH:23][C:22]=4[N+:27]([O-:29])=[O:28])=[CH:19][CH:20]=3)[S:13][CH:14]=2)=[CH:6][CH:5]=1. The yield is 0.580. (5) The catalyst is CS(C)=O.[Cu]I. The reactants are [CH2:1]([O:8][C:9]1[CH:14]=[CH:13][NH:12][C:11](=[O:15])[CH:10]=1)[C:2]1[CH:7]=[CH:6][CH:5]=[CH:4][CH:3]=1.Br[C:17]1[CH:25]=[C:24]2[C:20]([C:21]3[CH2:39][CH2:38][N:37]([C:40]([O:42][C:43]([CH3:46])([CH3:45])[CH3:44])=[O:41])[CH2:36][C:22]=3[N:23]2[S:26]([C:29]2[CH:35]=[CH:34][C:32]([CH3:33])=[CH:31][CH:30]=2)(=[O:28])=[O:27])=[CH:19][CH:18]=1.OC1C=CC=C2C=1N=CC=C2.C([O-])([O-])=O.[Cs+].[Cs+]. The product is [CH2:1]([O:8][C:9]1[CH:14]=[CH:13][N:12]([C:17]2[CH:25]=[C:24]3[C:20]([C:21]4[CH2:39][CH2:38][N:37]([C:40]([O:42][C:43]([CH3:46])([CH3:45])[CH3:44])=[O:41])[CH2:36][C:22]=4[N:23]3[S:26]([C:29]3[CH:30]=[CH:31][C:32]([CH3:33])=[CH:34][CH:35]=3)(=[O:28])=[O:27])=[CH:19][CH:18]=2)[C:11](=[O:15])[CH:10]=1)[C:2]1[CH:3]=[CH:4][CH:5]=[CH:6][CH:7]=1. The yield is 0.540. (6) The reactants are [O:1]=[C:2]1[N:6]([CH2:7][C:8]2[N:9]=[C:10]([C:13]3[CH:14]=[N:15][CH:16]=[CH:17][CH:18]=3)[S:11][CH:12]=2)[C:5](=[O:19])[CH2:4][N:3]1[C@@H:20]([C@@H:28]([CH3:31])[CH2:29][CH3:30])[C:21]([O:23]C(C)(C)C)=[O:22].FC(F)(F)C(O)=O. The catalyst is ClCCl. The product is [O:1]=[C:2]1[N:6]([CH2:7][C:8]2[N:9]=[C:10]([C:13]3[CH:14]=[N:15][CH:16]=[CH:17][CH:18]=3)[S:11][CH:12]=2)[C:5](=[O:19])[CH2:4][N:3]1[C@@H:20]([C@@H:28]([CH3:31])[CH2:29][CH3:30])[C:21]([OH:23])=[O:22]. The yield is 0.900. (7) The reactants are [CH3:1][NH:2][CH:3]1[C:12]2[N:11]=[CH:10][CH:9]=[CH:8][C:7]=2[CH2:6][CH2:5][CH2:4]1.[F:13][C:14]1[N:19]2[CH:20]=[C:21]([CH:23]=O)[N:22]=[C:18]2[CH:17]=[CH:16][CH:15]=1.C(O)(=O)C.C(O[BH-](OC(=O)C)OC(=O)C)(=O)C.[Na+]. The catalyst is ClC(Cl)C. The product is [F:13][C:14]1[N:19]2[CH:20]=[C:21]([CH2:23][N:2]([CH3:1])[CH:3]3[C:12]4[N:11]=[CH:10][CH:9]=[CH:8][C:7]=4[CH2:6][CH2:5][CH2:4]3)[N:22]=[C:18]2[CH:17]=[CH:16][CH:15]=1. The yield is 0.930. (8) The reactants are [Br:1][C:2]1[CH:14]=[C:13]2[C:5]([C:6]3[C:7](=[O:30])[C:8]4[CH:20]=[CH:19][C:18]([O:21][CH2:22][C@H:23]5[CH2:27][O:26][C:25]([CH3:29])([CH3:28])[O:24]5)=[CH:17][C:9]=4[C:10]([CH3:16])([CH3:15])[C:11]=3[NH:12]2)=[CH:4][CH:3]=1.[H-].[Na+].[CH3:33]I.[Cl-].[NH4+].S([O-])([O-])(=O)=S.[Na+].[Na+]. The catalyst is CN(C=O)C. The product is [Br:1][C:2]1[CH:14]=[C:13]2[C:5]([C:6]3[C:7](=[O:30])[C:8]4[CH:20]=[CH:19][C:18]([O:21][CH2:22][C@H:23]5[CH2:27][O:26][C:25]([CH3:29])([CH3:28])[O:24]5)=[CH:17][C:9]=4[C:10]([CH3:15])([CH3:16])[C:11]=3[N:12]2[CH3:33])=[CH:4][CH:3]=1. The yield is 0.930. (9) The reactants are [C:1]([C:5]1[CH:9]=[C:8]([NH2:10])[N:7]([CH3:11])[N:6]=1)([CH3:4])([CH3:3])[CH3:2].C(=O)([O-])[O-].[K+].[K+].[C:18](Cl)(Cl)=[S:19].O. The catalyst is CC(C)=O.C(OCC)(=O)C. The product is [C:1]([C:5]1[CH:9]=[C:8]([N:10]=[C:18]=[S:19])[N:7]([CH3:11])[N:6]=1)([CH3:4])([CH3:2])[CH3:3]. The yield is 0.580.